From a dataset of Peptide-MHC class I binding affinity with 185,985 pairs from IEDB/IMGT. Regression. Given a peptide amino acid sequence and an MHC pseudo amino acid sequence, predict their binding affinity value. This is MHC class I binding data. (1) The peptide sequence is LISIFLHLV. The MHC is HLA-A02:01 with pseudo-sequence HLA-A02:01. The binding affinity (normalized) is 0.644. (2) The peptide sequence is WPDVFSVSV. The MHC is HLA-B07:02 with pseudo-sequence HLA-B07:02. The binding affinity (normalized) is 0.613. (3) The binding affinity (normalized) is 0.0847. The MHC is HLA-A26:01 with pseudo-sequence HLA-A26:01. The peptide sequence is FPREGVFVF. (4) The peptide sequence is YAMCLNTFV. The MHC is HLA-A02:03 with pseudo-sequence HLA-A02:03. The binding affinity (normalized) is 0.623. (5) The peptide sequence is KAYAQMWSL. The MHC is HLA-A32:01 with pseudo-sequence HLA-A32:01. The binding affinity (normalized) is 0.703.